Task: Predict the reaction yield, written as a fraction of the theoretical maximum amount of product (1.0 means a 100% yield; for example, 0.34 means a 34% yield).. Dataset: Reaction yield outcomes from USPTO patents with 853,638 reactions The reactants are [F:1][C:2]1[CH:3]=[C:4]2[C:8](=[CH:9][CH:10]=1)[N:7]([CH2:11][C:12]1[O:13][C:14]([C:17]([F:20])([F:19])[F:18])=[CH:15][CH:16]=1)[C:6](=[O:21])[CH:5]2[C:22]1[C:30]([OH:31])=[CH:29][C:25]2[O:26][CH2:27][O:28][C:24]=2[CH:23]=1.[CH2:32]=[O:33].O.[OH-].[Li+]. The catalyst is O1CCCC1.O. The product is [F:1][C:2]1[CH:3]=[C:4]2[C:8](=[CH:9][CH:10]=1)[N:7]([CH2:11][C:12]1[O:13][C:14]([C:17]([F:20])([F:18])[F:19])=[CH:15][CH:16]=1)[C:6](=[O:21])[C:5]2([C:22]1[C:30]([OH:31])=[CH:29][C:25]2[O:26][CH2:27][O:28][C:24]=2[CH:23]=1)[CH2:32][OH:33]. The yield is 0.590.